From a dataset of Catalyst prediction with 721,799 reactions and 888 catalyst types from USPTO. Predict which catalyst facilitates the given reaction. (1) Reactant: [F:1][C:2]1[CH:29]=[CH:28][C:5]([CH2:6][O:7][CH2:8][CH2:9][CH2:10][CH2:11][CH2:12][C:13]([N:15]2[C@H:19]([CH2:20][C:21]3[CH:26]=[CH:25][CH:24]=[CH:23][CH:22]=3)[CH2:18][O:17][C:16]2=[O:27])=[O:14])=[CH:4][C:3]=1[CH3:30].[Li+].C[Si]([N-][Si](C)(C)C)(C)C.[CH3:41][C:42]1[CH:43]=[C:44]([CH:47]=[C:48]([CH3:51])[C:49]=1[F:50])[CH2:45]Br. Product: [F:50][C:49]1[C:48]([CH3:51])=[CH:47][C:44]([CH2:45][C@H:12]([CH2:11][CH2:10][CH2:9][CH2:8][O:7][CH2:6][C:5]2[CH:28]=[CH:29][C:2]([F:1])=[C:3]([CH3:30])[CH:4]=2)[C:13]([N:15]2[C@H:19]([CH2:20][C:21]3[CH:26]=[CH:25][CH:24]=[CH:23][CH:22]=3)[CH2:18][O:17][C:16]2=[O:27])=[O:14])=[CH:43][C:42]=1[CH3:41]. The catalyst class is: 1. (2) Reactant: [CH2:1]([O:5][C:6]1[C:18](Cl)=[CH:17][C:9]([C:10]([O:12][C:13]([CH3:16])([CH3:15])[CH3:14])=[O:11])=[C:8]([F:20])[CH:7]=1)[CH2:2][CH2:3][CH3:4].[CH:21]1(B(O)O)[CH2:23][CH2:22]1.P([O-])([O-])([O-])=O.[K+].[K+].[K+].F[B-](F)(F)F.C1(P(C2CCCCC2)C2CCCCC2)CCCCC1. Product: [CH2:1]([O:5][C:6]1[C:18]([CH:21]2[CH2:23][CH2:22]2)=[CH:17][C:9]([C:10]([O:12][C:13]([CH3:16])([CH3:15])[CH3:14])=[O:11])=[C:8]([F:20])[CH:7]=1)[CH2:2][CH2:3][CH3:4]. The catalyst class is: 498. (3) The catalyst class is: 18. Reactant: C(Cl)CCl.C1C=CC2N(O)N=NC=2C=1.[CH3:15][N:16]1[C:20]2[CH:21]=[CH:22][C:23]([N:25]3[CH:30]=[C:29]([C:31](O)=[O:32])[C:28](=[O:34])[N:27]([CH2:35][C:36]4[CH:41]=[CH:40][CH:39]=[C:38]([C:42]([F:45])([F:44])[F:43])[C:37]=4[CH3:46])[C:26]3=[O:47])=[CH:24][C:19]=2[N:18]([CH3:48])[C:17]1=[O:49].Cl.[NH2:51][C:52]1([C:56]([O:58][CH2:59][CH3:60])=[O:57])[CH2:55][CH2:54][CH2:53]1.C(N(CC)C(C)C)(C)C. Product: [CH3:15][N:16]1[C:20]2[CH:21]=[CH:22][C:23]([N:25]3[CH:30]=[C:29]([C:31]([NH:51][C:52]4([C:56]([O:58][CH2:59][CH3:60])=[O:57])[CH2:55][CH2:54][CH2:53]4)=[O:32])[C:28](=[O:34])[N:27]([CH2:35][C:36]4[CH:41]=[CH:40][CH:39]=[C:38]([C:42]([F:45])([F:44])[F:43])[C:37]=4[CH3:46])[C:26]3=[O:47])=[CH:24][C:19]=2[N:18]([CH3:48])[C:17]1=[O:49]. (4) Reactant: [CH3:1][O:2][C:3]1[CH:23]=[C:22]([O:24][CH3:25])[CH:21]=[CH:20][C:4]=1[CH2:5][N:6]1[C:12](=[O:13])[C:11]2[CH:14]=[C:15]([Br:18])[CH:16]=[CH:17][C:10]=2[NH:9][C:8](=O)[CH2:7]1.CN(C)C1C=CC(C)=CC=1.P(Cl)(Cl)([Cl:38])=O. Product: [Cl:38][C:8]1[CH2:7][N:6]([CH2:5][C:4]2[CH:20]=[CH:21][C:22]([O:24][CH3:25])=[CH:23][C:3]=2[O:2][CH3:1])[C:12](=[O:13])[C:11]2[CH:14]=[C:15]([Br:18])[CH:16]=[CH:17][C:10]=2[N:9]=1. The catalyst class is: 11. (5) Reactant: [CH3:1][O:2][C:3]1[C:9]([CH3:10])=[CH:8][C:6]([NH2:7])=[CH:5][C:4]=1[CH3:11].[C:12]1(=[CH:16][C:17]([O:19][CH2:20][CH3:21])=[O:18])[CH2:15][CH2:14][CH2:13]1.Cl. Product: [CH3:1][O:2][C:3]1[C:4]([CH3:11])=[CH:5][C:6]([NH:7][C:12]2([CH2:16][C:17]([O:19][CH2:20][CH3:21])=[O:18])[CH2:15][CH2:14][CH2:13]2)=[CH:8][C:9]=1[CH3:10]. The catalyst class is: 11. (6) Reactant: [OH-].[Na+].[CH3:3][C:4]1[C:9]([CH2:10][S+:11]([O-:21])[C:12]2[NH:13][C:14]3[CH:15]=[CH:16][CH:17]=[CH:18][C:19]=3[N:20]=2)=[N:8][CH:7]=[CH:6][C:5]=1[O:22][CH2:23][CH2:24][CH2:25][O:26][CH3:27].C([O-])(=O)C.[Mg+2:32].C([O-])(=O)C. Product: [CH3:3][C:4]1[C:9]([CH2:10][S+:11]([O-:21])[C:12]2[NH:13][C:14]3[CH:15]=[CH:16][CH:17]=[CH:18][C:19]=3[N:20]=2)=[N:8][CH:7]=[CH:6][C:5]=1[O:22][CH2:23][CH2:24][CH2:25][O:26][CH3:27].[Mg:32]. The catalyst class is: 6. (7) Reactant: [C:1]([NH:4][C:5]1[N:6]=[CH:7][C:8]2[N:14]=[C:13]([Cl:15])[CH:12]=[CH:11][C:9]=2[N:10]=1)(=[O:3])[CH3:2].C(N(CC)C(C)C)(C)C.O=P(Cl)(Cl)[Cl:27]. Product: [C:1]([NH:4][C:5]1[N:6]=[C:7]([Cl:27])[C:8]2[N:14]=[C:13]([Cl:15])[CH:12]=[CH:11][C:9]=2[N:10]=1)(=[O:3])[CH3:2]. The catalyst class is: 12.